From a dataset of Full USPTO retrosynthesis dataset with 1.9M reactions from patents (1976-2016). Predict the reactants needed to synthesize the given product. Given the product [Br:10][C:5]1[C:6](=[O:9])[CH2:7][O:8][CH:3]([O:2][CH3:1])[CH:4]=1, predict the reactants needed to synthesize it. The reactants are: [CH3:1][O:2][CH:3]1[O:8][CH2:7][C:6](=[O:9])[CH:5]=[CH:4]1.[Br:10]Br.C(N(CC)CC)C.